This data is from NCI-60 drug combinations with 297,098 pairs across 59 cell lines. The task is: Regression. Given two drug SMILES strings and cell line genomic features, predict the synergy score measuring deviation from expected non-interaction effect. Drug 1: C1CC(=O)NC(=O)C1N2CC3=C(C2=O)C=CC=C3N. Drug 2: C1=NC2=C(N1)C(=S)N=C(N2)N. Cell line: OVCAR-5. Synergy scores: CSS=38.2, Synergy_ZIP=-1.99, Synergy_Bliss=-2.86, Synergy_Loewe=-9.58, Synergy_HSA=-0.537.